From a dataset of Forward reaction prediction with 1.9M reactions from USPTO patents (1976-2016). Predict the product of the given reaction. (1) Given the reactants C[O:2][C:3]1[CH:4]=[C:5]([N:9]2[C:13]([C:14]3[CH:24]=[CH:23][C:17]4[O:18][CH2:19][C:20](=[O:22])[NH:21][C:16]=4[CH:15]=3)=[CH:12][C:11]([C:25]([F:28])([F:27])[F:26])=[N:10]2)[CH:6]=[CH:7][CH:8]=1.B(Br)(Br)Br.CO, predict the reaction product. The product is: [OH:2][C:3]1[CH:4]=[C:5]([N:9]2[C:13]([C:14]3[CH:24]=[CH:23][C:17]4[O:18][CH2:19][C:20](=[O:22])[NH:21][C:16]=4[CH:15]=3)=[CH:12][C:11]([C:25]([F:28])([F:27])[F:26])=[N:10]2)[CH:6]=[CH:7][CH:8]=1. (2) Given the reactants Br[C:2]1[CH:11]=[C:10]2[C:5]([C:6](=[O:18])[N:7]3[CH2:15][CH2:14][C:13]([CH3:17])([CH3:16])[CH2:12][C:8]3=[N:9]2)=[CH:4][CH:3]=1.Br[C:20]1C=[C:28]2[C:23]([C:24](=[O:36])[N:25]3[CH2:33][C:32]([CH3:35])([CH3:34])[CH2:31][CH2:30][C:26]3=[N:27]2)=[CH:22][CH:21]=1.C[C:38]1([CH3:47])[C:42]([CH3:44])([CH3:43])OB(C=C)O1.C([O-])([O-])=O.[K+].[K+].C1C=CC(P(C2C=CC=CC=2)C2C=CC=CC=2)=CC=1, predict the reaction product. The product is: [CH3:16][C:13]1([CH3:17])[CH2:14][CH2:15][N:7]2[C:8](=[N:9][C:10]3[C:5]([C:6]2=[O:18])=[CH:4][CH:3]=[C:2]([CH:20]=[CH2:21])[CH:11]=3)[CH2:12]1.[CH3:34][C:32]1([CH3:35])[CH2:33][N:25]2[C:26](=[N:27][C:28]3[C:23]([C:24]2=[O:36])=[CH:22][CH:43]=[C:42]([CH:38]=[CH2:47])[CH:44]=3)[CH2:30][CH2:31]1. (3) Given the reactants [CH:1]1([CH:7]([C:9]2[C:10]([CH:22]3[CH2:24][CH2:23]3)=[N:11][N:12]([C:14]3[CH:19]=[CH:18][C:17]([O:20][CH3:21])=[CH:16][CH:15]=3)[CH:13]=2)O)[CH2:6][CH2:5][CH2:4][CH2:3][CH2:2]1.[NH2:25][C:26]1[CH:31]=[CH:30][C:29]([C:32]([N:34]([CH3:42])[CH2:35][CH2:36][C:37]([O:39]CC)=[O:38])=[O:33])=[CH:28][CH:27]=1, predict the reaction product. The product is: [CH:1]1([CH:7]([NH:25][C:26]2[CH:27]=[CH:28][C:29]([C:32]([N:34]([CH3:42])[CH2:35][CH2:36][C:37]([OH:39])=[O:38])=[O:33])=[CH:30][CH:31]=2)[C:9]2[C:10]([CH:22]3[CH2:24][CH2:23]3)=[N:11][N:12]([C:14]3[CH:19]=[CH:18][C:17]([O:20][CH3:21])=[CH:16][CH:15]=3)[CH:13]=2)[CH2:6][CH2:5][CH2:4][CH2:3][CH2:2]1. (4) Given the reactants [F:1][C:2]1[C:7]([F:8])=[CH:6][CH:5]=[CH:4][C:3]=1[C:9]([CH3:24])([CH3:23])[C:10]([CH:12]([C:18]([O:20][CH2:21][CH3:22])=[O:19])[C:13]([O:15]CC)=O)=[O:11], predict the reaction product. The product is: [F:8][C:7]1[C:2]([F:1])=[C:3]2[C:4]([C:13]([OH:15])=[C:12]([C:18]([O:20][CH2:21][CH3:22])=[O:19])[C:10](=[O:11])[C:9]2([CH3:23])[CH3:24])=[CH:5][CH:6]=1. (5) Given the reactants [Cl:1][C:2]1[CH:22]=[C:21]([N:23]2[CH2:27][CH2:26][CH2:25][CH2:24]2)[CH:20]=[CH:19][C:3]=1[C:4]([NH:6][C:7]1[CH:12]=[CH:11][CH:10]=[CH:9][C:8]=1[CH2:13][NH:14][C@H:15]([CH3:18])[CH2:16][OH:17])=[O:5].N1C=CC=CC=1.[N+:34]([C:37]1[CH:42]=[CH:41][C:40]([S:43](Cl)(=[O:45])=[O:44])=[CH:39][CH:38]=1)([O-:36])=[O:35], predict the reaction product. The product is: [Cl:1][C:2]1[CH:22]=[C:21]([N:23]2[CH2:27][CH2:26][CH2:25][CH2:24]2)[CH:20]=[CH:19][C:3]=1[C:4]([NH:6][C:7]1[CH:12]=[CH:11][CH:10]=[CH:9][C:8]=1[CH2:13][N:14]([C@H:15]([CH3:18])[CH2:16][OH:17])[S:43]([C:40]1[CH:39]=[CH:38][C:37]([N+:34]([O-:36])=[O:35])=[CH:42][CH:41]=1)(=[O:44])=[O:45])=[O:5]. (6) Given the reactants [C:1](=O)([OH:3])[O-:2].[Na+:5].[C:6]([CH:9]([CH:11]([C:13]([O-:15])=[O:14])[OH:12])[OH:10])([OH:8])=[O:7].[K+:16], predict the reaction product. The product is: [C:6]([CH:9]([CH:11]([C:13]([O-:15])=[O:14])[OH:12])[OH:10])([O-:8])=[O:7].[Na+:5].[K+:16].[C:1](=[O:3])=[O:2]. (7) Given the reactants [CH2:1]([NH:3][C:4]1[N:9]=[C:8]([NH:10][CH3:11])[N:7]=[C:6]([NH:12][CH2:13][C:14]#[CH:15])[N:5]=1)[CH3:2].[OH:16][S:17]([OH:20])(=[O:19])=[O:18], predict the reaction product. The product is: [S:17]([OH:20])([OH:19])(=[O:18])=[O:16].[CH2:1]([NH:3][C:4]1[N:9]=[C:8]([NH:10][CH3:11])[N:7]=[C:6]([NH:12][CH2:13][C:14]#[CH:15])[N:5]=1)[CH3:2].[CH2:1]([NH:3][C:4]1[N:9]=[C:8]([NH:10][CH3:11])[N:7]=[C:6]([NH:12][CH2:13][C:14]#[CH:15])[N:5]=1)[CH3:2].